From a dataset of Catalyst prediction with 721,799 reactions and 888 catalyst types from USPTO. Predict which catalyst facilitates the given reaction. (1) Reactant: [Si]([O:8][CH2:9][C:10]1[N:15]=[C:14]([C:16]2[C:25]3[CH2:24][CH2:23][CH2:22][CH2:21][C:20]=3[N:19]=[C:18](Cl)[CH:17]=2)[CH:13]=[N:12][CH:11]=1)(C(C)(C)C)(C)C.[F:27][C:28]1[CH:29]=[CH:30][C:31]([CH2:34][OH:35])=[N:32][CH:33]=1.O(C(C)(C)C)[Na]. Product: [F:27][C:28]1[CH:29]=[CH:30][C:31]([CH2:34][O:35][C:18]2[CH:17]=[C:16]([C:14]3[N:15]=[C:10]([CH2:9][OH:8])[CH:11]=[N:12][CH:13]=3)[C:25]3[CH2:24][CH2:23][CH2:22][CH2:21][C:20]=3[N:19]=2)=[N:32][CH:33]=1. The catalyst class is: 187. (2) Reactant: [CH3:1]/[C:2](/[CH2:6][CH2:7][CH:8]=[C:9]([CH3:11])[CH3:10])=[CH:3]/[CH:4]=[O:5].CC(=CC)C.Cl([O-])=[O:18].[Na+]. Product: [CH3:1]/[C:2](/[CH2:6][CH2:7][CH:8]=[C:9]([CH3:11])[CH3:10])=[CH:3]/[C:4]([OH:18])=[O:5]. The catalyst class is: 58. (3) Reactant: [Cl:1][C:2]1[CH:7]=[CH:6][C:5]([C@H:8]2[CH2:13][CH2:12][C@H:11]([CH:14]=O)[CH2:10][CH2:9]2)=[CH:4][CH:3]=1.[C:16]1(=[O:27])[C:21]2[CH:22]=[CH:23][CH:24]=[CH:25][C:20]=2[C:19](=[O:26])[CH2:18][O:17]1.C([O-])(=O)C.[NH4+]. The catalyst class is: 15. Product: [Cl:1][C:2]1[CH:3]=[CH:4][C:5]([C@H:8]2[CH2:9][CH2:10][C@H:11](/[CH:14]=[C:18]3\[O:17][C:16](=[O:27])[C:21]4[CH:22]=[CH:23][CH:24]=[CH:25][C:20]=4[C:19]\3=[O:26])[CH2:12][CH2:13]2)=[CH:6][CH:7]=1. (4) Reactant: [CH2:1]([O:8][C:9]1[CH:16]=[CH:15][C:12]([C:13]#[N:14])=[CH:11][C:10]=1[CH2:17][CH2:18][CH3:19])[C:2]1[CH:7]=[CH:6][CH:5]=[CH:4][CH:3]=1.[SH2:20].C(NCC)C. Product: [CH2:1]([O:8][C:9]1[CH:16]=[CH:15][C:12]([C:13](=[S:20])[NH2:14])=[CH:11][C:10]=1[CH2:17][CH2:18][CH3:19])[C:2]1[CH:3]=[CH:4][CH:5]=[CH:6][CH:7]=1. The catalyst class is: 3. (5) Reactant: [Cl:1][C:2]1[CH:3]=[N:4][CH:5]=[C:6]([Cl:23])[C:7]=1[NH:8][C:9]1[C:18]2[C:13](=[C:14]([OH:21])[C:15]([O:19][CH3:20])=[CH:16][CH:17]=2)[NH:12][C:11](=[O:22])[CH:10]=1.C(=O)([O-])[O-].[Cs+].[Cs+].CS(C)=O.Br[CH2:35][CH2:36][CH2:37][CH2:38][CH2:39][CH2:40][Cl:41]. Product: [Cl:41][CH2:40][CH2:39][CH2:38][CH2:37][CH2:36][CH2:35][O:21][C:14]1[C:15]([O:19][CH3:20])=[CH:16][CH:17]=[C:18]2[C:13]=1[NH:12][C:11](=[O:22])[CH:10]=[C:9]2[NH:8][C:7]1[C:6]([Cl:23])=[CH:5][N:4]=[CH:3][C:2]=1[Cl:1]. The catalyst class is: 13.